This data is from Catalyst prediction with 721,799 reactions and 888 catalyst types from USPTO. The task is: Predict which catalyst facilitates the given reaction. (1) Reactant: [CH3:1][O:2][C:3]1[CH:4]=[C:5]([CH:8]=[CH:9][C:10]=1[CH:11]=[C:12]([C:18]1[S:19][CH:20]=[C:21]([CH3:23])[N:22]=1)[C:13](=O)[CH2:14][O:15][CH3:16])[C:6]#[N:7].[NH2:24][C:25]([C:29]([F:32])([F:31])[F:30])=[CH:26][C:27]#[N:28].CC(C)([O-])C.[K+]. Product: [C:6]([C:5]1[CH:8]=[CH:9][C:10]([CH:11]2[C:12]([C:18]3[S:19][CH:20]=[C:21]([CH3:23])[N:22]=3)=[C:13]([CH2:14][O:15][CH3:16])[NH:24][C:25]([C:29]([F:32])([F:31])[F:30])=[C:26]2[C:27]#[N:28])=[C:3]([O:2][CH3:1])[CH:4]=1)#[N:7]. The catalyst class is: 32. (2) Reactant: [CH3:1][C:2]1([CH3:9])[CH2:5][CH:4]([C:6](O)=[O:7])[CH2:3]1.C(Cl)(=O)C([Cl:13])=O. Product: [CH3:1][C:2]1([CH3:9])[CH2:5][CH:4]([C:6]([Cl:13])=[O:7])[CH2:3]1. The catalyst class is: 120. (3) Reactant: [NH2:1][C:2]1[N:6]([C:7]2[CH:12]=[C:11]([S:13][CH2:14][C:15]([F:18])([F:17])[F:16])[C:10]([CH3:19])=[CH:9][C:8]=2[F:20])[N:5]=[C:4]([O:21][C:22]([F:31])([F:30])[CH:23]([F:29])[O:24][C:25]([F:28])([F:27])[F:26])[CH:3]=1.[Cl:32]N1C(=O)CCC1=O. Product: [NH2:1][C:2]1[N:6]([C:7]2[CH:12]=[C:11]([S:13][CH2:14][C:15]([F:18])([F:17])[F:16])[C:10]([CH3:19])=[CH:9][C:8]=2[F:20])[N:5]=[C:4]([O:21][C:22]([F:30])([F:31])[CH:23]([F:29])[O:24][C:25]([F:26])([F:27])[F:28])[C:3]=1[Cl:32]. The catalyst class is: 10. (4) Product: [CH2:1]([N:3]1[C:7]2[N:8]=[C:9]([C:18]3[CH:19]=[CH:20][C:21]([NH:24][C:25]([NH:27][C:28]4[CH:36]=[CH:35][C:31]([C:32]([N:46]5[CH2:47][CH2:48][N:43]([C:38]6[CH:39]=[CH:40][CH:41]=[CH:42][N:37]=6)[CH2:44][CH2:45]5)=[O:34])=[CH:30][CH:29]=4)=[O:26])=[CH:22][CH:23]=3)[N:10]=[C:11]([N:12]3[CH2:17][CH2:16][O:15][CH2:14][CH2:13]3)[C:6]=2[N:5]=[N:4]1)[CH3:2].[CH3:66][C:52]1([CH3:53])[NH:51][CH2:54][CH2:55][N:62]([C:32]([C:31]2[CH:35]=[CH:36][C:28]([NH:27][C:25]([NH:24][C:21]3[CH:22]=[CH:23][C:18]([C:9]4[N:10]=[C:11]([N:12]5[CH2:17][CH2:16][O:15][CH2:14][CH2:13]5)[C:6]5[N:5]=[N:4][N:3]([CH2:1][CH3:2])[C:7]=5[N:8]=4)=[CH:19][CH:20]=3)=[O:26])=[CH:29][CH:30]=2)=[O:34])[CH2:60]1. Reactant: [CH2:1]([N:3]1[C:7]2[N:8]=[C:9]([C:18]3[CH:23]=[CH:22][C:21]([NH:24][C:25]([NH:27][C:28]4[CH:36]=[CH:35][C:31]([C:32]([OH:34])=O)=[CH:30][CH:29]=4)=[O:26])=[CH:20][CH:19]=3)[N:10]=[C:11]([N:12]3[CH2:17][CH2:16][O:15][CH2:14][CH2:13]3)[C:6]=2[N:5]=[N:4]1)[CH3:2].[N:37]1[CH:42]=[CH:41][CH:40]=[CH:39][C:38]=1[N:43]1[CH2:48][CH2:47][NH:46][CH2:45][CH2:44]1.CC[N:51]([CH2:54][CH3:55])[CH2:52][CH3:53].C1C=CC2N(O)N=[N:62][C:60]=2C=1.[CH3:66]CN=C=NCCCN(C)C. The catalyst class is: 1. (5) Reactant: [N:1]1[CH:6]=[CH:5][C:4]([S:7][C:8]2[CH:17]=[C:16]3[C:11]([C:12](=O)[NH:13][CH:14]=[N:15]3)=[CH:10][CH:9]=2)=[CH:3][CH:2]=1.S(Cl)([Cl:21])=O.CN(C=O)C.[OH:28][C:29]1[CH:30]=[C:31]([CH:33]=[CH:34][C:35]=1[CH3:36])[NH2:32]. Product: [ClH:21].[OH:28][C:29]1[CH:30]=[C:31]([CH:33]=[CH:34][C:35]=1[CH3:36])[NH:32][C:12]1[C:11]2[C:16](=[CH:17][C:8]([S:7][C:4]3[CH:5]=[CH:6][N:1]=[CH:2][CH:3]=3)=[CH:9][CH:10]=2)[N:15]=[CH:14][N:13]=1. The catalyst class is: 32. (6) Reactant: [NH:1]1[CH:5]=[CH:4][CH:3]=[N:2]1.[H-].[Na+].[Cl:8][C:9]1[CH:14]=[C:13](Cl)[CH:12]=[C:11]([C:16]2[CH:21]=[CH:20][C:19]([O:22][CH:23]([CH3:25])[CH3:24])=[CH:18][CH:17]=2)[N:10]=1. Product: [Cl:8][C:9]1[CH:14]=[C:13]([N:1]2[CH:5]=[CH:4][CH:3]=[N:2]2)[CH:12]=[C:11]([C:16]2[CH:21]=[CH:20][C:19]([O:22][CH:23]([CH3:25])[CH3:24])=[CH:18][CH:17]=2)[N:10]=1. The catalyst class is: 3. (7) Reactant: C(Cl)CCl.C1C=CC2N(O)N=NC=2C=1.[C:15]([OH:23])(=O)[C:16]1[CH:21]=[CH:20][CH:19]=[CH:18][CH:17]=1.[NH2:24][CH2:25][C:26]1[C:35]2[C:30](=[CH:31][CH:32]=[C:33]([C:36]3[CH:41]=[CH:40][CH:39]=[CH:38][C:37]=3[O:42][CH3:43])[CH:34]=2)[NH:29][C:28]([CH3:45])([CH3:44])[CH:27]=1.C(N(C(C)C)CC)(C)C. Product: [CH3:43][O:42][C:37]1[CH:38]=[CH:39][CH:40]=[CH:41][C:36]=1[C:33]1[CH:34]=[C:35]2[C:30](=[CH:31][CH:32]=1)[NH:29][C:28]([CH3:45])([CH3:44])[CH:27]=[C:26]2[CH2:25][NH:24][C:15](=[O:23])[C:16]1[CH:17]=[CH:18][CH:19]=[CH:20][CH:21]=1. The catalyst class is: 795.